From a dataset of Peptide-MHC class I binding affinity with 185,985 pairs from IEDB/IMGT. Regression. Given a peptide amino acid sequence and an MHC pseudo amino acid sequence, predict their binding affinity value. This is MHC class I binding data. (1) The peptide sequence is RPMTYKAAV. The MHC is HLA-A29:02 with pseudo-sequence HLA-A29:02. The binding affinity (normalized) is 0. (2) The peptide sequence is WRQEIGHPK. The MHC is HLA-A31:01 with pseudo-sequence HLA-A31:01. The binding affinity (normalized) is 0.0847. (3) The peptide sequence is SPLFLIVAA. The MHC is HLA-B51:01 with pseudo-sequence HLA-B51:01. The binding affinity (normalized) is 0.131.